From a dataset of Forward reaction prediction with 1.9M reactions from USPTO patents (1976-2016). Predict the product of the given reaction. (1) Given the reactants [NH2:1][C:2]1[C:10]2[C:5](=[C:6]([C:11]3[C:12]([C@@H:24]([NH:34][C:35](=[O:52])[CH2:36][N:37]4[C:41]5[C:42]([F:47])([F:46])[C@@H:43]6[CH2:45][C@@H:44]6[C:40]=5[C:39]([C:48]([F:51])([F:50])[F:49])=[N:38]4)[CH2:25][C:26]4[CH:31]=[C:30]([F:32])[CH:29]=[C:28]([F:33])[CH:27]=4)=[N:13][C:14]([C:17]#[C:18][C:19]4([OH:23])[CH2:22][CH2:21][CH2:20]4)=[CH:15][CH:16]=3)[CH:7]=[CH:8][CH:9]=2)[N:4]([CH3:53])[N:3]=1.C(C1(O)CC[O:59][CH2:58]C1)#C.CCCC[N+](CCCC)(CCCC)CCCC.[F-], predict the reaction product. The product is: [NH2:1][C:2]1[C:10]2[C:5](=[C:6]([C:11]3[C:12]([C@@H:24]([NH:34][C:35](=[O:52])[CH2:36][N:37]4[C:41]5[C:42]([F:47])([F:46])[C@@H:43]6[CH2:45][C@@H:44]6[C:40]=5[C:39]([C:48]([F:51])([F:50])[F:49])=[N:38]4)[CH2:25][C:26]4[CH:27]=[C:28]([F:33])[CH:29]=[C:30]([F:32])[CH:31]=4)=[N:13][C:14]([C:17]#[C:18][C:19]4([OH:23])[CH2:20][CH2:58][O:59][CH2:21][CH2:22]4)=[CH:15][CH:16]=3)[CH:7]=[CH:8][CH:9]=2)[N:4]([CH3:53])[N:3]=1. (2) The product is: [CH3:12][C@H:13]([C@H:16]([CH3:20])[CH2:17][CH2:18][CH3:19])[CH:14]=[O:15]. Given the reactants [Cr](Cl)([O-])(=O)=O.[NH+]1C=CC=CC=1.[CH3:12][C@H:13]([C@H:16]([CH3:20])[CH2:17][CH2:18][CH3:19])[CH2:14][OH:15], predict the reaction product. (3) Given the reactants [C:1]([OH:7])(=[O:6])[CH2:2][CH2:3][C:4]#[CH:5].O[N:9]1[C:13](=[O:14])[CH2:12][CH2:11][C:10]1=[O:15].C1CCC(N=C=NC2CCCCC2)CC1.C(O)(=O)C, predict the reaction product. The product is: [O:15]=[C:10]1[CH2:11][CH2:12][C:13](=[O:14])[N:9]1[O:6][C:1](=[O:7])[CH2:2][CH2:3][C:4]#[CH:5]. (4) The product is: [F:40][C:39]([F:42])([F:41])[C:37]([OH:43])=[O:38].[O:35]=[C:34]1[C:18]2[C:19]3[C:20](=[C:21]([C:25]4[CH:30]=[CH:29][CH:28]=[CH:27][CH:26]=4)[NH:22][C:23]=3[CH:24]=[C:16]([NH:15][C:14]([CH:11]3[CH2:10][CH2:9][NH:8][CH2:13][CH2:12]3)=[O:36])[CH:17]=2)[CH:31]=[N:32][NH:33]1. Given the reactants C(OC([N:8]1[CH2:13][CH2:12][CH:11]([C:14](=[O:36])[NH:15][C:16]2[CH:17]=[C:18]3[C:34](=[O:35])[NH:33][N:32]=[CH:31][C:20]4=[C:21]([C:25]5[CH:30]=[CH:29][CH:28]=[CH:27][CH:26]=5)[NH:22][C:23]([CH:24]=2)=[C:19]34)[CH2:10][CH2:9]1)=O)(C)(C)C.[C:37]([OH:43])([C:39]([F:42])([F:41])[F:40])=[O:38], predict the reaction product. (5) Given the reactants [C:1]([O:5][C:6]([NH:8][C@H:9]([C:13]1[CH:18]=[CH:17][C:16]([OH:19])=[CH:15][CH:14]=1)[C:10]([OH:12])=[O:11])=[O:7])([CH3:4])([CH3:3])[CH3:2].[H-].[Na+].Br[CH2:23][CH2:24][O:25][CH:26]1[CH2:31][CH2:30][CH2:29][CH2:28][O:27]1, predict the reaction product. The product is: [C:1]([O:5][C:6]([NH:8][C@H:9]([C:13]1[CH:18]=[CH:17][C:16]([O:19][CH2:23][CH2:24][O:25][CH:26]2[CH2:31][CH2:30][CH2:29][CH2:28][O:27]2)=[CH:15][CH:14]=1)[C:10]([OH:12])=[O:11])=[O:7])([CH3:4])([CH3:2])[CH3:3]. (6) Given the reactants [Cl:1][C:2]1[CH:7]=[C:6](Cl)[N:5]=[C:4]([CH3:9])[N:3]=1.[OH-].[NH4+:11], predict the reaction product. The product is: [Cl:1][C:2]1[N:3]=[C:4]([CH3:9])[N:5]=[C:6]([NH2:11])[CH:7]=1.